This data is from Full USPTO retrosynthesis dataset with 1.9M reactions from patents (1976-2016). The task is: Predict the reactants needed to synthesize the given product. (1) Given the product [NH2:28][C:26]([C:3]1[C:2]([NH:1][CH3:29])=[N:25][C:6]2[N:7]([CH2:14][C@@H:15]([NH:17][C:18](=[O:24])[O:19][C:20]([CH3:21])([CH3:22])[CH3:23])[CH3:16])[C:8]3[C:13]([C:5]=2[CH:4]=1)=[CH:12][CH:11]=[CH:10][CH:9]=3)=[O:27], predict the reactants needed to synthesize it. The reactants are: [NH2:1][C:2]1[C:3]([C:26]([NH2:28])=[O:27])=[CH:4][C:5]2[C:13]3[C:8](=[CH:9][CH:10]=[CH:11][CH:12]=3)[N:7]([CH2:14][C@@H:15]([NH:17][C:18](=[O:24])[O:19][C:20]([CH3:23])([CH3:22])[CH3:21])[CH3:16])[C:6]=2[N:25]=1.[CH2:29](N1C2C(=CC=CC=2)C2C=C(C(N)=O)C(NC)=NC1=2)C. (2) Given the product [NH:12]1[C:2]2[CH:7]=[CH:6][CH:5]=[CH:4][C:3]=2[CH2:8][S:9]1(=[O:11])=[O:10], predict the reactants needed to synthesize it. The reactants are: Cl[C:2]1[CH:7]=[CH:6][CH:5]=[CH:4][C:3]=1[CH2:8][S:9]([NH2:12])(=[O:11])=[O:10].C(P(C(C)(C)C)C1C=CC=CC=1C1C(C(C)C)=CC(C(C)C)=CC=1C(C)C)(C)(C)C.C(=O)([O-])[O-].[K+].[K+]. (3) Given the product [ClH:34].[F:25][C:26]1[CH:27]=[C:28]([CH:31]=[CH:32][CH:33]=1)[CH2:29][O:1][C:2]1[CH:3]=[CH:4][C:5]([C@@H:8]2[CH2:12][C:11]3([CH2:13][CH2:14][NH:15][CH2:16][CH2:17]3)[O:10][CH2:9]2)=[CH:6][CH:7]=1, predict the reactants needed to synthesize it. The reactants are: [OH:1][C:2]1[CH:7]=[CH:6][C:5]([C@@H:8]2[CH2:12][C:11]3([CH2:17][CH2:16][N:15](C(OC(C)(C)C)=O)[CH2:14][CH2:13]3)[O:10][CH2:9]2)=[CH:4][CH:3]=1.[F:25][C:26]1[CH:27]=[C:28]([CH:31]=[CH:32][CH:33]=1)[CH2:29]Br.[ClH:34].FC1C=CC(COC2C=CC([C@H]3CC4(CCNCC4)OC3)=CC=2)=CC=1.